Dataset: NCI-60 drug combinations with 297,098 pairs across 59 cell lines. Task: Regression. Given two drug SMILES strings and cell line genomic features, predict the synergy score measuring deviation from expected non-interaction effect. (1) Drug 1: CC12CCC3C(C1CCC2=O)CC(=C)C4=CC(=O)C=CC34C. Drug 2: C1=NNC2=C1C(=O)NC=N2. Cell line: A549. Synergy scores: CSS=30.8, Synergy_ZIP=0.193, Synergy_Bliss=1.91, Synergy_Loewe=-24.0, Synergy_HSA=2.08. (2) Drug 1: C1CC(=O)NC(=O)C1N2CC3=C(C2=O)C=CC=C3N. Drug 2: C1CNP(=O)(OC1)N(CCCl)CCCl. Cell line: SNB-75. Synergy scores: CSS=6.31, Synergy_ZIP=-1.80, Synergy_Bliss=-0.798, Synergy_Loewe=4.70, Synergy_HSA=0.889.